Predict the reaction yield, written as a fraction of the theoretical maximum amount of product (1.0 means a 100% yield; for example, 0.34 means a 34% yield). From a dataset of Reaction yield outcomes from USPTO patents with 853,638 reactions. (1) The reactants are C(OC1C=CN([CH2:15][C:16]([C:18]2[CH:23]=[CH:22][C:21]([CH2:24][OH:25])=[CH:20][C:19]=2[CH3:26])=[O:17])C(=O)C=1)C1C=CC=CC=1.[Br:28][C:29]1[CH:30]=[CH:31][C:32]([CH2:35][O:36][C:37]2[CH:42]=[N:41][NH:40][C:39](=[O:43])[CH:38]=2)=[N:33][CH:34]=1. No catalyst specified. The product is [Br:28][C:29]1[CH:30]=[CH:31][C:32]([CH2:35][O:36][C:37]2[CH:42]=[N:41][N:40]([CH2:15][C:16]([C:18]3[CH:23]=[CH:22][C:21]([CH2:24][OH:25])=[CH:20][C:19]=3[CH3:26])=[O:17])[C:39](=[O:43])[CH:38]=2)=[N:33][CH:34]=1. The yield is 0.900. (2) The reactants are [C:1]([C:3]([C:6]1[CH:15]=[CH:14][C:9]([C:10]([O:12]C)=[O:11])=[CH:8][CH:7]=1)([CH3:5])[CH3:4])#[N:2].O[Li].O. The catalyst is C1COCC1.O.CO. The product is [C:1]([C:3]([C:6]1[CH:15]=[CH:14][C:9]([C:10]([OH:12])=[O:11])=[CH:8][CH:7]=1)([CH3:5])[CH3:4])#[N:2]. The yield is 0.890. (3) The reactants are C(OC([NH:8][C:9]1[CH:14]=[CH:13][C:12]([F:15])=[CH:11][C:10]=1[NH:16][C:17]([C:19]1[CH:20]=[N:21][C:22]2[C:27]([CH:28]=1)=[CH:26][CH:25]=[C:24]([N:29]1[CH2:34][CH2:33][N:32](C(OC(C)(C)C)=O)[CH2:31][CH2:30]1)[CH:23]=2)=[O:18])=O)(C)(C)C.C(O)(C(F)(F)F)=O. The product is [NH2:8][C:9]1[CH:14]=[CH:13][C:12]([F:15])=[CH:11][C:10]=1[NH:16][C:17]([C:19]1[CH:20]=[N:21][C:22]2[C:27]([CH:28]=1)=[CH:26][CH:25]=[C:24]([N:29]1[CH2:34][CH2:33][NH:32][CH2:31][CH2:30]1)[CH:23]=2)=[O:18]. The yield is 0.620. The catalyst is C(Cl)Cl. (4) The reactants are Cl.[CH3:2][NH:3][OH:4].CO[Na].[Br:8][C:9]1[CH:28]=[CH:27][C:12]2[O:13]C[CH:15](C3C=CC=CC=3)[CH2:16][C:17](=[N:18][C:19]#[N:20])[C:11]=2[CH:10]=1. The catalyst is CO. The product is [Br:8][C:9]1[CH:10]=[C:11]2[C:17]3([O:4][N:3]([CH3:2])[C:19]([NH2:20])=[N:18]3)[CH2:16][CH2:15][O:13][C:12]2=[CH:27][CH:28]=1. The yield is 0.720. (5) The reactants are Cl[C:2]1[C:11]2[C:6](=[CH:7][CH:8]=[CH:9][CH:10]=2)[N:5]=[C:4]([C:12]([C:14]2[CH:19]=[CH:18][C:17]([F:20])=[CH:16][CH:15]=2)=[O:13])[N:3]=1.CCN(C(C)C)C(C)C.[CH3:30][C:31]1[NH:35][N:34]=[C:33]([NH2:36])[CH:32]=1. The catalyst is CN(C=O)C. The product is [F:20][C:17]1[CH:18]=[CH:19][C:14]([C:12]([C:4]2[N:3]=[C:2]([NH:36][C:33]3[CH:32]=[C:31]([CH3:30])[NH:35][N:34]=3)[C:11]3[C:6](=[CH:7][CH:8]=[CH:9][CH:10]=3)[N:5]=2)=[O:13])=[CH:15][CH:16]=1. The yield is 0.290. (6) The reactants are Cl[C:2]1[C:3]2[C:10]3[CH2:11][CH2:12][C@H:13]([C:15]([O:17][CH2:18][CH3:19])=[O:16])[CH2:14][C:9]=3[S:8][C:4]=2[N:5]=[CH:6][N:7]=1.[NH:20]1[C:24]2=[CH:25][N:26]=[C:27]([NH2:29])[CH:28]=[C:23]2[CH:22]=[N:21]1. The catalyst is C(O)C. The product is [NH:20]1[C:24]2=[CH:25][N:26]=[C:27]([NH:29][C:2]3[C:3]4[C:10]5[CH2:11][CH2:12][C@H:13]([C:15]([O:17][CH2:18][CH3:19])=[O:16])[CH2:14][C:9]=5[S:8][C:4]=4[N:5]=[CH:6][N:7]=3)[CH:28]=[C:23]2[CH:22]=[N:21]1. The yield is 0.390.